From a dataset of Reaction yield outcomes from USPTO patents with 853,638 reactions. Predict the reaction yield, written as a fraction of the theoretical maximum amount of product (1.0 means a 100% yield; for example, 0.34 means a 34% yield). (1) The reactants are O[CH:2]1[CH2:6][N:5]([C:7]([O:9][C:10]([CH3:13])([CH3:12])[CH3:11])=[O:8])[CH:4]([C:14]([O:16][CH3:17])=[O:15])[C:3]1([CH3:19])[CH3:18].CCN(S(F)(F)[F:26])CC. The catalyst is C(Cl)Cl. The product is [F:26][CH:2]1[CH2:6][N:5]([C:7]([O:9][C:10]([CH3:13])([CH3:12])[CH3:11])=[O:8])[CH:4]([C:14]([O:16][CH3:17])=[O:15])[C:3]1([CH3:19])[CH3:18]. The yield is 0.800. (2) The reactants are C([O:8][C:9]1[CH:10]=[C:11]2[C:16](=[CH:17][CH:18]=1)[C:15]([O:19][C:20]1[CH:34]=[CH:33][C:23]([O:24][CH2:25][CH2:26][N:27]3[CH2:32][CH2:31][CH2:30][CH2:29][CH2:28]3)=[CH:22][CH:21]=1)=[C:14]([C:35]1[CH2:40][CH2:39][CH:38]([S:41]([CH3:44])(=[O:43])=[O:42])[CH2:37][CH:36]=1)[CH:13]=[CH:12]2)C1C=CC=CC=1.B(Br)(Br)Br. The catalyst is C(Cl)Cl.CC(CC)=C. The product is [CH3:44][S:41]([CH:38]1[CH2:39][CH2:40][C:35]([C:14]2[C:15]([O:19][C:20]3[CH:34]=[CH:33][C:23]([O:24][CH2:25][CH2:26][N:27]4[CH2:32][CH2:31][CH2:30][CH2:29][CH2:28]4)=[CH:22][CH:21]=3)=[C:16]3[C:11](=[CH:12][CH:13]=2)[CH:10]=[C:9]([OH:8])[CH:18]=[CH:17]3)=[CH:36][CH2:37]1)(=[O:43])=[O:42]. The yield is 0.620. (3) The reactants are [NH:1]1[C:9]2[C:4](=[CH:5][CH:6]=[CH:7][CH:8]=2)[CH:3]=[C:2]1[CH2:10][C:11]([O:13][CH2:14][CH3:15])=[O:12].[C:16](=O)([O:22]C(C)(C)C)[O:17][C:18]([CH3:21])([CH3:20])[CH3:19]. The catalyst is ClCCl.CN(C)C1C=CN=CC=1. The product is [CH2:14]([O:13][C:11]([CH2:10][C:2]1[N:1]([C:16]([O:17][C:18]([CH3:21])([CH3:20])[CH3:19])=[O:22])[C:9]2[C:4]([CH:3]=1)=[CH:5][CH:6]=[CH:7][CH:8]=2)=[O:12])[CH3:15]. The yield is 0.910. (4) The reactants are [F:1][C:2]([F:39])([F:38])[C:3]1[CH:4]=[C:5]([CH:31]=[C:32]([C:34]([F:37])([F:36])[F:35])[CH:33]=1)[CH2:6][NH:7][C@H:8]1[CH2:14][CH2:13][CH2:12][N:11]([C:15]([O:17][C:18]([CH3:21])([CH3:20])[CH3:19])=[O:16])[C:10]2[CH:22]=[C:23]([C:27]([F:30])([F:29])[F:28])[C:24]([CH3:26])=[CH:25][C:9]1=2.[CH2:40]=[C:41]1[O:45][C:43](=[O:44])[CH2:42]1. The catalyst is CN(C)C1C=CN=CC=1.O1CCCC1. The product is [C:18]([O:17][C:15]([N:11]1[CH2:12][CH2:13][CH2:14][C@H:8]([N:7]([CH2:6][C:5]2[CH:31]=[C:32]([C:34]([F:35])([F:37])[F:36])[CH:33]=[C:3]([C:2]([F:1])([F:38])[F:39])[CH:4]=2)[C:43](=[O:44])[CH2:42][C:41](=[O:45])[CH3:40])[C:9]2[CH:25]=[C:24]([CH3:26])[C:23]([C:27]([F:30])([F:28])[F:29])=[CH:22][C:10]1=2)=[O:16])([CH3:19])([CH3:21])[CH3:20]. The yield is 0.970. (5) The reactants are C([O:3][C:4]([C:6]1[CH:7]=[N:8][N:9]([CH:15]2[CH2:17][CH2:16]2)[C:10]=1[C:11]([F:14])([F:13])[F:12])=O)C.CC(C[AlH]CC(C)C)C.Cl. The catalyst is C1(C)C=CC=CC=1. The product is [CH:15]1([N:9]2[C:10]([C:11]([F:13])([F:12])[F:14])=[C:6]([CH2:4][OH:3])[CH:7]=[N:8]2)[CH2:16][CH2:17]1. The yield is 1.00. (6) The yield is 0.820. No catalyst specified. The reactants are C(O[C@H]1C2C(=CC(OCCC)=CC=2)[C@@H](N)C1)C=C.[CH2:19]([O:22][C@H:23]1[C:31]2[C:26](=[CH:27][C:28]([Br:32])=[CH:29][CH:30]=2)[C@@H:25]([NH2:33])[CH2:24]1)[CH:20]=[CH2:21].[O:34]1[CH2:36][C@@H:35]1[C@@H:37]([NH:45][C:46](=[O:52])[O:47][C:48]([CH3:51])([CH3:50])[CH3:49])[CH2:38][C:39]1[CH:44]=[CH:43][CH:42]=[CH:41][CH:40]=1. The product is [CH2:19]([O:22][C@H:23]1[C:31]2[C:26](=[CH:27][C:28]([Br:32])=[CH:29][CH:30]=2)[C@@H:25]([NH:33][CH2:36][C@@H:35]([OH:34])[C@@H:37]([NH:45][C:46](=[O:52])[O:47][C:48]([CH3:50])([CH3:49])[CH3:51])[CH2:38][C:39]2[CH:44]=[CH:43][CH:42]=[CH:41][CH:40]=2)[CH2:24]1)[CH:20]=[CH2:21].